Dataset: Experimentally validated miRNA-target interactions with 360,000+ pairs, plus equal number of negative samples. Task: Binary Classification. Given a miRNA mature sequence and a target amino acid sequence, predict their likelihood of interaction. (1) The protein sequence of the target gene is MSNTQAERSIIGMIDMFHKYTGRDGKIEKPSLLTMMKENFPNFLSACDKKGIHYLATVFEKKDKNEDKKIDFSEFLSLLGDIAADYHKQSHGAAPCSGGSQ. Result: 1 (interaction). The miRNA is hsa-miR-3180-5p with sequence CUUCCAGACGCUCCGCCCCACGUCG. (2) The miRNA is mmu-miR-7018-3p with sequence UCACCCUGCUGCCGGCUUGCAG. The protein sequence of the target gene is MMGSWKHCLFSASLISALIFVFVYNTELWENKRFLRAALSNASLLAEACHQIFEGKVFYPTENALKTTLDEATCYEYMVRSHYVTETLSEEEAGFPLAYTVTIHKDFGTFERLFRAIYMPQNVYCVHLDQKATDAFKGAVKQLLSCFPNAFLASKKESVVYGGISRLQADLNCLEDLVASEVPWKYVINTCGQDFPLKTNREIVQYLKGFKGKNITPGVLPPDHAVGRTKYVHQELLNHKNSYVIKTTKLKTPPPHDMVIYFGTAYVALTRDFANFVLQDQLALDLLSWSKDTYSPDEHF.... Result: 0 (no interaction).